Regression/Classification. Given a drug SMILES string, predict its absorption, distribution, metabolism, or excretion properties. Task type varies by dataset: regression for continuous measurements (e.g., permeability, clearance, half-life) or binary classification for categorical outcomes (e.g., BBB penetration, CYP inhibition). For this dataset (ppbr_az), we predict Y. From a dataset of Plasma protein binding rate (PPBR) regression data from AstraZeneca. (1) The compound is Cn1cc(C2=C(c3cn(C4CCN(Cc5ccccn5)CC4)c4ccccc34)C(=O)NC2=O)c2ccccc21. The Y is 99.8 %. (2) The molecule is NS(=O)(=O)c1cc(C(=O)O)c(NCc2ccco2)cc1Cl. The Y is 98.4 %. (3) The drug is COc1ccc2ncc(=O)n(CCN3CC[C@H](NCc4ccc5c(n4)NC(=O)CO5)[C@H](O)C3)c2c1. The Y is 86.3 %. (4) The drug is COc1cc(Nc2nc(N[C@@H](C)c3ncc(F)cn3)nc(N3CCOCC3)c2F)n[nH]1. The Y is 74.7 %.